This data is from Catalyst prediction with 721,799 reactions and 888 catalyst types from USPTO. The task is: Predict which catalyst facilitates the given reaction. (1) The catalyst class is: 135. Reactant: CC([S@]([NH:7][C@@H:8]1[C:17]2[C:12](=[C:13]([O:18][CH2:19][C:20]([F:23])([F:22])[F:21])[CH:14]=[CH:15][CH:16]=2)[CH2:11][CH2:10][CH2:9]1)=O)(C)C.Cl. Product: [F:21][C:20]([F:22])([F:23])[CH2:19][O:18][C:13]1[CH:14]=[CH:15][CH:16]=[C:17]2[C:12]=1[CH2:11][CH2:10][CH2:9][C@@H:8]2[NH2:7]. (2) Reactant: [C:1]([C:5]1[CH:18]=[CH:17][C:8]([C:9]([NH:11][C:12]([CH3:16])([CH3:15])[CH2:13][OH:14])=O)=[CH:7][CH:6]=1)([CH3:4])([CH3:3])[CH3:2].CCOCC. Product: [C:1]([C:5]1[CH:18]=[CH:17][C:8]([C:9]2[O:14][CH2:13][C:12]([CH3:16])([CH3:15])[N:11]=2)=[CH:7][CH:6]=1)([CH3:4])([CH3:3])[CH3:2]. The catalyst class is: 309. (3) Reactant: [C:1]([O:5][C:6]([N:8]1[C:13](=[O:14])[CH2:12][CH:11]([CH3:15])[C:10]([C:16]2[CH:21]=[CH:20][C:19]([O:22][CH2:23][CH2:24]O)=[CH:18][CH:17]=2)=[N:9]1)=[O:7])([CH3:4])([CH3:3])[CH3:2].N1C=CN=C1.C1(P(C2C=CC=CC=2)C2C=CC=CC=2)C=CC=CC=1.[I:50]I.S([O-])([O-])(=O)=S.[Na+].[Na+]. Product: [C:1]([O:5][C:6]([N:8]1[C:13](=[O:14])[CH2:12][CH:11]([CH3:15])[C:10]([C:16]2[CH:21]=[CH:20][C:19]([O:22][CH2:23][CH2:24][I:50])=[CH:18][CH:17]=2)=[N:9]1)=[O:7])([CH3:4])([CH3:3])[CH3:2]. The catalyst class is: 1. (4) Reactant: [Mg].II.[CH:4]1(Br)[CH2:9][CH2:8][CH2:7][CH2:6][CH2:5]1.[CH3:11][N:12]1[CH2:35][CH2:34][C:15]2[N:16]([CH2:24][C:25]([C:27]3[CH:32]=[CH:31][C:30]([F:33])=[CH:29][CH:28]=3)=[O:26])[C:17]3[CH:18]=[CH:19][C:20]([CH3:23])=[CH:21][C:22]=3[C:14]=2[CH2:13]1.C1([Mg]Br)CCCCC1. Product: [CH:4]1([C:25]([C:27]2[CH:28]=[CH:29][C:30]([F:33])=[CH:31][CH:32]=2)([OH:26])[CH2:24][N:16]2[C:17]3[CH:18]=[CH:19][C:20]([CH3:23])=[CH:21][C:22]=3[C:14]3[CH2:13][N:12]([CH3:11])[CH2:35][CH2:34][C:15]2=3)[CH2:9][CH2:8][CH2:7][CH2:6][CH2:5]1. The catalyst class is: 1. (5) Reactant: [CH2:1]([N:8]1[CH2:12][CH2:11][C:10]([C:14]2[CH:19]=[CH:18][C:17]([F:20])=[CH:16][C:15]=2[F:21])(O)[CH2:9]1)[C:2]1[CH:7]=[CH:6][CH:5]=[CH:4][CH:3]=1.C(N(S(F)(F)[F:28])CC)C.C(=O)([O-])[O-].[Na+].[Na+]. Product: [CH2:1]([N:8]1[CH2:12][CH2:11][C:10]([C:14]2[CH:19]=[CH:18][C:17]([F:20])=[CH:16][C:15]=2[F:21])([F:28])[CH2:9]1)[C:2]1[CH:7]=[CH:6][CH:5]=[CH:4][CH:3]=1. The catalyst class is: 4. (6) Reactant: Cl[C:2]1[C:3]2[CH:17]=[CH:16][C:15](=[O:18])[N:14]([C:19]3[CH:24]=[CH:23][C:22]([C:25]([F:28])([F:27])[F:26])=[CH:21][CH:20]=3)[C:4]=2[N:5]=[C:6]([NH:8][CH:9]([CH2:12][OH:13])[CH2:10][OH:11])[N:7]=1.[CH3:29][S:30][C:31]1[CH:36]=[CH:35][CH:34]=[CH:33][C:32]=1B(O)O.C([O-])([O-])=O.[K+].[K+]. Product: [CH3:29][S:30][C:31]1[CH:36]=[CH:35][CH:34]=[CH:33][C:32]=1[C:2]1[C:3]2[CH:17]=[CH:16][C:15](=[O:18])[N:14]([C:19]3[CH:20]=[CH:21][C:22]([C:25]([F:27])([F:26])[F:28])=[CH:23][CH:24]=3)[C:4]=2[N:5]=[C:6]([NH:8][CH:9]([CH2:12][OH:13])[CH2:10][OH:11])[N:7]=1. The catalyst class is: 70.